This data is from Full USPTO retrosynthesis dataset with 1.9M reactions from patents (1976-2016). The task is: Predict the reactants needed to synthesize the given product. (1) Given the product [C:24]([C:15](=[C:16]1[N:20]([CH3:21])[CH2:19][CH:18]([CH2:22][OH:23])[O:17]1)[CH:14]=[C:5]1[C:6](=[O:13])[C:7]2[C:12](=[CH:11][CH:10]=[CH:9][CH:8]=2)[NH:4]1)#[N:25], predict the reactants needed to synthesize it. The reactants are: C([N:4]1[C:12]2[C:7](=[CH:8][CH:9]=[CH:10][CH:11]=2)[C:6](=[O:13])[C:5]1=[CH:14][C:15]([C:24]#[N:25])=[C:16]1[N:20]([CH3:21])[CH2:19][CH:18]([CH2:22][OH:23])[O:17]1)(=O)C. (2) Given the product [OH:1][C:2]1[CH:3]=[C:4]2[C:9](=[CH:10][CH:11]=1)[CH:8]=[C:7]([CH2:12][N:14]1[CH2:19][CH2:18][CH:17]([C:20]([O:22][CH2:23][CH3:24])=[O:21])[CH2:16][CH2:15]1)[CH:6]=[CH:5]2, predict the reactants needed to synthesize it. The reactants are: [OH:1][C:2]1[CH:3]=[C:4]2[C:9](=[CH:10][CH:11]=1)[CH:8]=[C:7]([CH:12]=O)[CH:6]=[CH:5]2.[NH:14]1[CH2:19][CH2:18][CH:17]([C:20]([O:22][CH2:23][CH3:24])=[O:21])[CH2:16][CH2:15]1.[BH-](OC(C)=O)(OC(C)=O)OC(C)=O.[Na+].CC1C=CC(S(O)(=O)=O)=CC=1. (3) Given the product [Cl:1][C:14]1[S:15][C:11]([C:7]2[CH:8]=[N:9][CH:10]=[C:5]([CH:6]=2)[C:2]([OH:4])=[O:3])=[CH:12][N:13]=1, predict the reactants needed to synthesize it. The reactants are: [Cl-:1].[C:2]([C:5]1[CH:6]=[C:7]([C:11]2[S:15][C:14]([NH3+])=[N:13][CH:12]=2)[CH:8]=[N:9][CH:10]=1)([OH:4])=[O:3].N(OC(C)(C)C)=O.Cl. (4) Given the product [CH2:30]([N:25]1[CH2:24][CH2:23][C:22]2[C:27](=[CH:28][CH:29]=[C:20]([C:18]([N:16]3[CH2:17][CH:14]([N:11]4[CH2:12][CH2:13][N:8]([C:6]([C:2]5[S:1][CH:5]=[CH:4][N:3]=5)=[O:7])[CH2:9][CH2:10]4)[CH2:15]3)=[O:19])[CH:21]=2)[CH2:26]1)[C:31]1[CH:36]=[CH:35][CH:34]=[CH:33][CH:32]=1, predict the reactants needed to synthesize it. The reactants are: [S:1]1[CH:5]=[CH:4][N:3]=[C:2]1[C:6]([N:8]1[CH2:13][CH2:12][N:11]([CH:14]2[CH2:17][N:16]([C:18]([C:20]3[CH:21]=[C:22]4[C:27](=[CH:28][CH:29]=3)[CH2:26][NH:25][CH2:24][CH2:23]4)=[O:19])[CH2:15]2)[CH2:10][CH2:9]1)=[O:7].[CH:30](=O)[C:31]1[CH:36]=[CH:35][CH:34]=[CH:33][CH:32]=1.C(O[BH-](OC(=O)C)OC(=O)C)(=O)C.[Na+].[OH-].[Na+]. (5) Given the product [N:27]1([C@H:15]2[C@H:11]([NH:10][C:6]3[CH:7]=[CH:8][CH:9]=[C:4]([O:3][C:2]([F:23])([F:1])[F:24])[CH:5]=3)[CH2:12][N:13]([C:16]([O:18][C:19]([CH3:22])([CH3:21])[CH3:20])=[O:17])[CH2:14]2)[CH2:32][CH2:31][CH2:30][CH2:29][CH2:28]1, predict the reactants needed to synthesize it. The reactants are: [F:1][C:2]([F:24])([F:23])[O:3][C:4]1[CH:5]=[C:6]([N:10]2[CH:15]3[CH:11]2[CH2:12][N:13]([C:16]([O:18][C:19]([CH3:22])([CH3:21])[CH3:20])=[O:17])[CH2:14]3)[CH:7]=[CH:8][CH:9]=1.[Li+].[Br-].[NH:27]1[CH2:32][CH2:31][CH2:30][CH2:29][CH2:28]1. (6) Given the product [CH3:3][N:4]1[CH:12]=[C:11]2[C:6]([CH:7]=[CH:8][CH:9]=[C:10]2[C@@H:13]2[CH2:15][C@H:14]2[CH2:16][NH:17][C:25](=[O:27])[CH3:26])=[N:5]1, predict the reactants needed to synthesize it. The reactants are: Cl.Cl.[CH3:3][N:4]1[CH:12]=[C:11]2[C:6]([CH:7]=[CH:8][CH:9]=[C:10]2[C@@H:13]2[CH2:15][C@H:14]2[CH2:16][NH2:17])=[N:5]1.C(N(CC)CC)C.[C:25](OC(=O)C)(=[O:27])[CH3:26]. (7) Given the product [CH3:6][C:7]1[CH:12]=[CH:11][C:10]([S:13]([O:4][CH2:3][CH2:2][CH2:1][O:5][S:13]([C:10]2[CH:11]=[CH:12][C:7]([CH3:6])=[CH:8][CH:9]=2)(=[O:15])=[O:14])(=[O:15])=[O:14])=[CH:9][CH:8]=1, predict the reactants needed to synthesize it. The reactants are: [CH2:1]([OH:5])[CH2:2][CH2:3][OH:4].[CH3:6][C:7]1[CH:12]=[CH:11][C:10]([S:13](Cl)(=[O:15])=[O:14])=[CH:9][CH:8]=1. (8) The reactants are: Br[C:2]1[CH:3]=[C:4]([CH2:14][C:15]([N:17]2[CH2:22][CH2:21][CH:20]([N:23]3[C:31]4[C:26](=[N:27][CH:28]=[CH:29][CH:30]=4)[NH:25][C:24]3=[O:32])[CH2:19][CH2:18]2)=[O:16])[C:5](=[O:13])[N:6]([CH2:8][C:9]([F:12])([F:11])[F:10])[CH:7]=1.[C:33]1(B(O)O)[CH:38]=[CH:37][CH:36]=[CH:35][CH:34]=1.P([O-])([O-])([O-])=O.[K+].[K+].[K+].O. Given the product [O:13]=[C:5]1[C:4]([CH2:14][C:15]([N:17]2[CH2:22][CH2:21][CH:20]([N:23]3[C:31]4[C:26](=[N:27][CH:28]=[CH:29][CH:30]=4)[NH:25][C:24]3=[O:32])[CH2:19][CH2:18]2)=[O:16])=[CH:3][C:2]([C:33]2[CH:38]=[CH:37][CH:36]=[CH:35][CH:34]=2)=[CH:7][N:6]1[CH2:8][C:9]([F:12])([F:11])[F:10], predict the reactants needed to synthesize it. (9) Given the product [CH3:9][O:10][N:11]([CH3:28])[C:12](=[O:27])[CH:13]([C:14]1[CH:26]=[CH:25][C:17]([C:18]([O:20][C:21]([CH3:24])([CH3:23])[CH3:22])=[O:19])=[CH:16][CH:15]=1)[CH2:30][CH:31]1[CH2:36][CH2:35][O:34][CH2:33][CH2:32]1, predict the reactants needed to synthesize it. The reactants are: C([N-]C(C)C)(C)C.[Li+].[CH3:9][O:10][N:11]([CH3:28])[C:12](=[O:27])[CH2:13][C:14]1[CH:26]=[CH:25][C:17]([C:18]([O:20][C:21]([CH3:24])([CH3:23])[CH3:22])=[O:19])=[CH:16][CH:15]=1.I[CH2:30][CH:31]1[CH2:36][CH2:35][O:34][CH2:33][CH2:32]1.[Cl-].[NH4+]. (10) Given the product [Cl:1][C:2]1[CH:3]=[C:4]([CH:16]=[CH:17][C:18]=1[F:19])[O:5][C:6]1[CH:13]=[CH:12][C:11]([CH2:14][O:15][C:21]2[CH:32]=[C:25]3[N:26]([CH3:31])[C@@H:27]([CH3:30])[CH2:28][CH2:29][N:24]3[C:23](=[O:33])[N:22]=2)=[CH:10][C:7]=1[C:8]#[N:9], predict the reactants needed to synthesize it. The reactants are: [Cl:1][C:2]1[CH:3]=[C:4]([CH:16]=[CH:17][C:18]=1[F:19])[O:5][C:6]1[CH:13]=[CH:12][C:11]([CH2:14][OH:15])=[CH:10][C:7]=1[C:8]#[N:9].Cl[C:21]1[CH:32]=[C:25]2[N:26]([CH3:31])[C@@H:27]([CH3:30])[CH2:28][CH2:29][N:24]2[C:23](=[O:33])[N:22]=1.